This data is from Full USPTO retrosynthesis dataset with 1.9M reactions from patents (1976-2016). The task is: Predict the reactants needed to synthesize the given product. (1) Given the product [CH2:13]([C:15]1[N:16]([C:40]2[CH:41]=[N:42][C:43]([O:46][CH:47]3[CH2:52][CH2:51][O:50][CH2:49][CH2:48]3)=[CH:44][CH:45]=2)[C:17](=[O:39])[C:18]([CH2:24][C:25]2[CH:30]=[CH:29][C:28]([C:31]3[CH:36]=[CH:35][CH:34]=[CH:33][C:32]=3[C:37]3[NH:3][C:4](=[O:7])[O:5][N:38]=3)=[CH:27][CH:26]=2)=[C:19]([CH2:21][CH2:22][CH3:23])[N:20]=1)[CH3:14], predict the reactants needed to synthesize it. The reactants are: [Cl-].O[NH3+:3].[C:4](=[O:7])([O-])[OH:5].[Na+].CS(C)=O.[CH2:13]([C:15]1[N:16]([C:40]2[CH:41]=[N:42][C:43]([O:46][CH:47]3[CH2:52][CH2:51][O:50][CH2:49][CH2:48]3)=[CH:44][CH:45]=2)[C:17](=[O:39])[C:18]([CH2:24][C:25]2[CH:30]=[CH:29][C:28]([C:31]3[C:32]([C:37]#[N:38])=[CH:33][CH:34]=[CH:35][CH:36]=3)=[CH:27][CH:26]=2)=[C:19]([CH2:21][CH2:22][CH3:23])[N:20]=1)[CH3:14]. (2) Given the product [CH2:25]([N:11]([S:12]([C:15]1[CH:16]=[CH:17][C:18]([C:21]([CH3:23])([CH3:22])[CH3:24])=[CH:19][CH:20]=1)(=[O:14])=[O:13])[C@H:10]([C:9]([OH:8])=[O:44])[CH2:29][CH2:30][CH2:31][CH2:32][NH:33][C:34]([O:36][CH2:37][CH:56]1[C:57]2[CH:45]=[CH:46][CH:47]=[CH:48][C:49]=2[C:50]2[C:55]1=[CH:54][CH:53]=[CH:52][CH:51]=2)=[O:35])[CH:26]([CH3:27])[CH3:28], predict the reactants needed to synthesize it. The reactants are: C([O:8][C:9](=[O:44])[C@H:10]([CH2:29][CH2:30][CH2:31][CH2:32][NH:33][C:34]([O:36][CH2:37]C1C=CC=CC=1)=[O:35])[N:11]([CH2:25][CH:26]([CH3:28])[CH3:27])[S:12]([C:15]1[CH:20]=[CH:19][C:18]([C:21]([CH3:24])([CH3:23])[CH3:22])=[CH:17][CH:16]=1)(=[O:14])=[O:13])C1C=CC=CC=1.[CH:45]1[C:57]2[CH:56](COC(ON3C(=O)CCC3=O)=O)[C:55]3[C:50](=[CH:51][CH:52]=[CH:53][CH:54]=3)[C:49]=2[CH:48]=[CH:47][CH:46]=1.